Dataset: Forward reaction prediction with 1.9M reactions from USPTO patents (1976-2016). Task: Predict the product of the given reaction. Given the reactants [CH3:1][O:2][C:3](=[O:19])[C:4]1[CH:9]=[C:8]([NH:10][CH3:11])[C:7]([C:12]([F:15])([F:14])[F:13])=[CH:6][C:5]=1[N+:16]([O-])=O, predict the reaction product. The product is: [CH3:1][O:2][C:3](=[O:19])[C:4]1[CH:9]=[C:8]([NH:10][CH3:11])[C:7]([C:12]([F:13])([F:15])[F:14])=[CH:6][C:5]=1[NH2:16].